This data is from Catalyst prediction with 721,799 reactions and 888 catalyst types from USPTO. The task is: Predict which catalyst facilitates the given reaction. (1) Reactant: [CH2:1]([N:8]1[CH2:12][C@H:11]([O:13][Si:14]([C:17]([CH3:20])([CH3:19])[CH3:18])([CH3:16])[CH3:15])[C@@H:10](O)[CH2:9]1)[C:2]1[CH:7]=[CH:6][CH:5]=[CH:4][CH:3]=1.C1(P(C2C=CC=CC=2)C2C=CC=CC=2)C=CC=CC=1.N(C(OC(C)C)=O)=NC(OC(C)C)=O.C1(P([N:69]=[N+:70]=[N-:71])(C2C=CC=CC=2)=O)C=CC=CC=1. Product: [CH2:1]([N:8]1[CH2:12][C@H:11]([O:13][Si:14]([C:17]([CH3:20])([CH3:19])[CH3:18])([CH3:16])[CH3:15])[C@H:10]([N:69]=[N+:70]=[N-:71])[CH2:9]1)[C:2]1[CH:7]=[CH:6][CH:5]=[CH:4][CH:3]=1. The catalyst class is: 1. (2) Reactant: [CH3:1][C:2]([CH3:4])=O.N1CCCC1.[OH:10][C:11]1[CH:16]=[C:15]([C:17]([F:20])([F:19])[F:18])[CH:14]=[CH:13][C:12]=1[C:21](=[O:23])[CH3:22]. Product: [CH3:1][C:2]1([CH3:4])[CH2:22][C:21](=[O:23])[C:12]2[C:11](=[CH:16][C:15]([C:17]([F:18])([F:19])[F:20])=[CH:14][CH:13]=2)[O:10]1. The catalyst class is: 5. (3) Reactant: I[CH2:2][C@@H:3]([CH3:16])[CH2:4][N:5]1[C:10]2[CH:11]=[CH:12][CH:13]=[CH:14][C:9]=2[S:8][CH2:7][C:6]1=[O:15].[CH2:17]([CH:21]1[CH2:27][CH:26]2[NH:28][CH:23]([CH2:24][CH2:25]2)[CH2:22]1)[CH2:18][CH2:19][CH3:20]. Product: [CH2:17]([CH:21]1[CH2:22][CH:23]2[N:28]([CH2:2][C@@H:3]([CH3:16])[CH2:4][N:5]3[C:10]4[CH:11]=[CH:12][CH:13]=[CH:14][C:9]=4[S:8][CH2:7][C:6]3=[O:15])[CH:26]([CH2:25][CH2:24]2)[CH2:27]1)[CH2:18][CH2:19][CH3:20]. The catalyst class is: 23. (4) Reactant: [C:1]([O:5][C:6](=[O:25])[NH:7][C:8]1[CH:13]=[CH:12][CH:11]=[C:10]([CH2:14][CH2:15][C:16]2[CH:21]=[C:20]([NH2:22])[CH:19]=[CH:18][C:17]=2[O:23][CH3:24])[CH:9]=1)([CH3:4])([CH3:3])[CH3:2].C(=O)([O-])[O-].[K+].[K+].[Cl:32][C:33]1[N:38]=[C:37](Cl)[C:36]([Cl:40])=[CH:35][N:34]=1. Product: [C:1]([O:5][C:6](=[O:25])[NH:7][C:8]1[CH:13]=[CH:12][CH:11]=[C:10]([CH2:14][CH2:15][C:16]2[CH:21]=[C:20]([NH:22][C:35]3[C:36]([Cl:40])=[CH:37][N:38]=[C:33]([Cl:32])[N:34]=3)[CH:19]=[CH:18][C:17]=2[O:23][CH3:24])[CH:9]=1)([CH3:4])([CH3:3])[CH3:2]. The catalyst class is: 9. (5) Reactant: [Cl:1][C:2]1[N:3]=[C:4]([N:15]2[CH2:20][CH2:19][O:18][CH2:17][CH2:16]2)[C:5]2[N:11]=[C:10]([C:12]([OH:14])=O)[CH:9]=[CH:8][C:6]=2[N:7]=1.[NH:21]1[CH2:26][CH2:25][CH:24]([C:27]([OH:30])([CH3:29])[CH3:28])[CH2:23][CH2:22]1.CCN(C(C)C)C(C)C. Product: [Cl:1][C:2]1[N:3]=[C:4]([N:15]2[CH2:20][CH2:19][O:18][CH2:17][CH2:16]2)[C:5]2[N:11]=[C:10]([C:12]([N:21]3[CH2:26][CH2:25][CH:24]([C:27]([OH:30])([CH3:29])[CH3:28])[CH2:23][CH2:22]3)=[O:14])[CH:9]=[CH:8][C:6]=2[N:7]=1. The catalyst class is: 3.